Dataset: Full USPTO retrosynthesis dataset with 1.9M reactions from patents (1976-2016). Task: Predict the reactants needed to synthesize the given product. (1) Given the product [CH:1]1([C:4]2[N:8]([C:39]([C:35]3[S:34][CH:38]=[CH:37][CH:36]=3)=[O:40])[C:7]3[CH:9]=[C:10]([C:27]4[C:28]([CH3:33])=[N:29][O:30][C:31]=4[CH3:32])[CH:11]=[C:12]([C:13]([OH:14])([C:21]4[S:22][C:23]([CH3:26])=[CH:24][N:25]=4)[C:15]4[S:16][C:17]([CH3:20])=[CH:18][N:19]=4)[C:6]=3[N:5]=2)[CH2:3][CH2:2]1, predict the reactants needed to synthesize it. The reactants are: [CH:1]1([C:4]2[NH:8][C:7]3[CH:9]=[C:10]([C:27]4[C:28]([CH3:33])=[N:29][O:30][C:31]=4[CH3:32])[CH:11]=[C:12]([C:13]([C:21]4[S:22][C:23]([CH3:26])=[CH:24][N:25]=4)([C:15]4[S:16][C:17]([CH3:20])=[CH:18][N:19]=4)[OH:14])[C:6]=3[N:5]=2)[CH2:3][CH2:2]1.[S:34]1[CH:38]=[CH:37][CH:36]=[C:35]1[C:39](Cl)=[O:40].CCOC(C)=O. (2) Given the product [CH3:3][CH:2]([O:4][C:5]1[CH:6]=[C:7]([CH:11]=[C:12]([O:14][CH2:15][C:16]2[CH:21]=[CH:20][CH:19]=[CH:18][CH:17]=2)[CH:13]=1)[C:8]([NH:34][C:31]1[CH:32]=[CH:33][N:29]([CH3:28])[N:30]=1)=[O:10])[CH3:1], predict the reactants needed to synthesize it. The reactants are: [CH3:1][CH:2]([O:4][C:5]1[CH:6]=[C:7]([CH:11]=[C:12]([O:14][CH2:15][C:16]2[CH:21]=[CH:20][CH:19]=[CH:18][CH:17]=2)[CH:13]=1)[C:8]([OH:10])=O)[CH3:3].C(Cl)(=O)C(Cl)=O.[CH3:28][N:29]1[CH:33]=[CH:32][C:31]([NH2:34])=[N:30]1.C(N(CC)CC)C. (3) Given the product [Cl:16][C:17]1[CH:22]=[C:21]([O:6][S:7]([C:10]([F:11])([F:12])[F:13])(=[O:8])=[O:9])[CH:20]=[CH:19][C:18]=1[CH:24]([CH3:43])[C:25]([OH:30])([C:31]1[CH:42]=[CH:41][C:34]2[N:35]([CH3:40])[C:36](=[O:39])[CH2:37][O:38][C:33]=2[CH:32]=1)[C:26]([F:28])([F:29])[F:27], predict the reactants needed to synthesize it. The reactants are: FC(F)(F)S([O:6][S:7]([C:10]([F:13])([F:12])[F:11])(=[O:9])=[O:8])(=O)=O.[Cl:16][C:17]1[CH:22]=[C:21](O)[CH:20]=[CH:19][C:18]=1[CH:24]([CH3:43])[C:25]([C:31]1[CH:42]=[CH:41][C:34]2[N:35]([CH3:40])[C:36](=[O:39])[CH2:37][O:38][C:33]=2[CH:32]=1)([OH:30])[C:26]([F:29])([F:28])[F:27].C(N(CC)CC)C.C(O)(=O)CC(CC(O)=O)(C(O)=O)O.